This data is from Reaction yield outcomes from USPTO patents with 853,638 reactions. The task is: Predict the reaction yield, written as a fraction of the theoretical maximum amount of product (1.0 means a 100% yield; for example, 0.34 means a 34% yield). (1) The reactants are [Br:1][C:2]1[CH:3]=[C:4]([C:8]2([C:17]3[CH:22]=[CH:21][C:20]([OH:23])=[CH:19][CH:18]=3)[C:12]3=[N:13][CH2:14][CH2:15][N:11]3[C:10](=[S:16])[NH:9]2)[CH:5]=[CH:6][CH:7]=1.[CH:24]([S:27](Cl)(=[O:29])=[O:28])([CH3:26])[CH3:25]. No catalyst specified. The product is [CH3:25][CH:24]([S:27]([O:23][C:20]1[CH:21]=[CH:22][C:17]([C:8]2([C:4]3[CH:5]=[CH:6][CH:7]=[C:2]([Br:1])[CH:3]=3)[C:12]3=[N:13][CH2:14][CH2:15][N:11]3[C:10](=[S:16])[NH:9]2)=[CH:18][CH:19]=1)(=[O:29])=[O:28])[CH3:26]. The yield is 0.400. (2) The reactants are C(OC(=O)[NH:7][CH2:8][C:9]([CH3:31])([C:11]1[CH:16]=[CH:15][C:14]([CH2:17][C:18](=[O:30])[C:19]2[C:28](=[O:29])[C:27]3[C:22](=[CH:23][CH:24]=[CH:25][CH:26]=3)[NH:21][CH:20]=2)=[CH:13][CH:12]=1)[CH3:10])(C)(C)C.C(O)(C(F)(F)F)=O.[OH-].[Na+]. The catalyst is C(Cl)Cl. The product is [NH2:7][CH2:8][C:9]([C:11]1[CH:16]=[CH:15][C:14]([CH2:17][C:18]([C:19]2[C:28](=[O:29])[C:27]3[C:22](=[CH:23][CH:24]=[CH:25][CH:26]=3)[NH:21][CH:20]=2)=[O:30])=[CH:13][CH:12]=1)([CH3:10])[CH3:31]. The yield is 0.910. (3) The reactants are [CH2:1]1[O:11][C:4]2([CH2:9][CH2:8][C:7](=[O:10])[CH2:6][CH2:5]2)[O:3][CH2:2]1.[N+:12]([CH3:15])([O-:14])=[O:13].[O-]CC.[Na+]. The catalyst is C(O)C. The product is [N+:12]([CH2:15][C:7]1([OH:10])[CH2:6][CH2:5][C:4]2([O:3][CH2:2][CH2:1][O:11]2)[CH2:9][CH2:8]1)([O-:14])=[O:13]. The yield is 0.400.